From a dataset of Forward reaction prediction with 1.9M reactions from USPTO patents (1976-2016). Predict the product of the given reaction. (1) Given the reactants F[C:2]1[CH:7]=[CH:6][C:5]([N+:8]([O-:10])=[O:9])=[CH:4][C:3]=1[C:11]1[O:12][C:13]2[CH:19]=[CH:18][C:17]([C:20]3[CH:25]=[CH:24][CH:23]=[CH:22][CH:21]=3)=[CH:16][C:14]=2[N:15]=1.[CH2:26]([NH2:31])[CH2:27][CH2:28][CH2:29][CH3:30], predict the reaction product. The product is: [N+:8]([C:5]1[CH:6]=[CH:7][C:2]([NH:31][CH2:26][CH2:27][CH2:28][CH2:29][CH3:30])=[C:3]([C:11]2[O:12][C:13]3[CH:19]=[CH:18][C:17]([C:20]4[CH:25]=[CH:24][CH:23]=[CH:22][CH:21]=4)=[CH:16][C:14]=3[N:15]=2)[CH:4]=1)([O-:10])=[O:9]. (2) Given the reactants C([O:8][N:9]1[C:15](=[O:16])[N:14]2[CH2:17][C@H:10]1[CH2:11][CH2:12][C@H:13]2[C:18]([NH:20][O:21][C@H:22]1[CH2:26][CH2:25][N:24]([CH3:27])[CH2:23]1)=[O:19])C1C=CC=CC=1, predict the reaction product. The product is: [OH:8][N:9]1[C:15](=[O:16])[N:14]2[CH2:17][C@H:10]1[CH2:11][CH2:12][C@H:13]2[C:18]([NH:20][O:21][C@H:22]1[CH2:26][CH2:25][N:24]([CH3:27])[CH2:23]1)=[O:19]. (3) Given the reactants [CH3:1][N:2]1[C:6]([C:7]2[CH:19]=[N:18][C:17]3[C:16]4[C:15]([C:20]([O:22][CH3:23])=[O:21])=[CH:14][CH:13]=[CH:12][C:11]=4[NH:10][C:9]=3[CH:8]=2)=[C:5]([CH3:24])[N:4]=[N:3]1.[C:25]1([C@@H:31]([CH:33]2[CH2:38][CH2:37][O:36][CH2:35][CH2:34]2)O)[CH:30]=[CH:29][CH:28]=[CH:27][CH:26]=1.C1(P(C2C=CC=CC=2)C2C=CC=CC=2)C=CC=CC=1.CC(OC(/N=N/C(OC(C)C)=O)=O)C, predict the reaction product. The product is: [CH3:1][N:2]1[C:6]([C:7]2[CH:19]=[N:18][C:17]3[C:16]4[C:15]([C:20]([O:22][CH3:23])=[O:21])=[CH:14][CH:13]=[CH:12][C:11]=4[N:10]([C@H:31]([C:25]4[CH:30]=[CH:29][CH:28]=[CH:27][CH:26]=4)[CH:33]4[CH2:34][CH2:35][O:36][CH2:37][CH2:38]4)[C:9]=3[CH:8]=2)=[C:5]([CH3:24])[N:4]=[N:3]1.